Dataset: Experimentally validated miRNA-target interactions with 360,000+ pairs, plus equal number of negative samples. Task: Binary Classification. Given a miRNA mature sequence and a target amino acid sequence, predict their likelihood of interaction. (1) The miRNA is hsa-miR-372-3p with sequence AAAGUGCUGCGACAUUUGAGCGU. The protein sequence of the target gene is MNGRADFREPNAEVPRPIPHIGPDYIPTEEERRVFAECNDESFWFRSVPLAATSMLITQGLISKGILSSHPKYGSIPKLILACIMGYFAGKLSYVKTCQEKFKKLENSPLGEALRSGQARRSSPPGHYYQKSKYDSSVSGQSSFVTSPAADNIEMLPHYEPIPFSSSMNESAPTGITDHIVQGPDPNLEESPKRKNITYEELRNKNRESYEVSLTQKTDPSVRPMHERVPKKEVKVNKYGDTWDE. Result: 1 (interaction). (2) The miRNA is hsa-miR-7843-5p with sequence GAGGGCAGAGCCAGCUUCCUGA. The protein sequence of the target gene is MTSMTQSLREVIKAMTKARNFERVLGKITLVSAAPGKVICEMKVEEEHTNAIGTLHGGLTATLVDNISTMALLCTERGAPGVSVDMNITYMSPAKLGEDIVITAHVLKQGKTLAFTSVDLTNKATGKLIAQGRHTKHLGN. Result: 0 (no interaction). (3) The miRNA is dme-miR-6-3p with sequence UAUCACAGUGGCUGUUCUUUUU. The protein sequence of the target gene is MSEETATSDNDNSYARVRAVVMTRDDSSGGWLPLGGSGLSSVTVFKVPHQEENGCADFFIRGERLRDKMVVLECMLKKDLIYNKVTPTFHHWKIDDKKFGLTFQSPADARAFDRGIRRAIEDISQGCPESKNEAEGADDLQANEEDSSSSLVKDHLFQQETVVTSEPYRSSNIRPSPFEDLNARRVYMQSQANQITFGQPGLDIQSRSMEYVQRQISKECGSLKSQNRVPLKSIRHVSFQDEDEIVRINPRDILIRRYADYRHPDMWKNDLERDDADSSIQFSKPDSKKSDYLYSCGDET.... Result: 0 (no interaction). (4) Result: 1 (interaction). The miRNA is hsa-miR-222-3p with sequence AGCUACAUCUGGCUACUGGGU. The protein sequence of the target gene is MMETERLVLPPPDPLDLPLRAVELGCTGHWELLNLPGAPESSLPHGLPPCAPDLQQEAEQLFLSSPAWLPLHGVEHSARKWQRKTDPWSLLAVLGAPVPSDLQAQRHPTTGQILGYKEVLLENTNLSATTSLSLRRPPGPASQSLWGNPTQYPFWPGGMDEPTITDLNTREEAEEEIDFEKDLLTIPPGFKKGMDFAPKDCPTPAPGLLSLSCMLEPLDLGGGDEDENEAVGQPGGPRGDTVSASPCSAPLARASSLEDLVLKEASTAVSTPEAPEPPSQEQWAIPVDATSPVGDFYRLI.... (5) The miRNA is hsa-miR-7161-5p with sequence UAAAGACUGUAGAGGCAACUGGU. The protein sequence of the target gene is MFRCGGLAGAFKQKLVPLVRTVYVQRPKQRNRLPGNLFQQWRVPLELQMARQMASSGSSGGKMDNSVLVLIVGLSTIGAGAYAYKTIKEDQKRYNERVMGLGLSPEEKQRRAIASATEGGSVPQIRAPSHVPFLLIGGGTAAFAAARSIRARDPGARVLIVSEDPELPYMRPPLSKELWFSDDPNVTKTLQFRQWNGKERSIYFQPPSFYVSAQDLPNIENGGVAVLTGKKVVHLDVRGNMVKLNDGSQITFEKCLIATGGTPRSLSAIDRAGAEVKSRTTLFRKIGDFRALEKISREVK.... Result: 0 (no interaction).